From a dataset of NCI-60 drug combinations with 297,098 pairs across 59 cell lines. Regression. Given two drug SMILES strings and cell line genomic features, predict the synergy score measuring deviation from expected non-interaction effect. (1) Drug 1: C1=CN(C=N1)CC(O)(P(=O)(O)O)P(=O)(O)O. Drug 2: CC1C(C(CC(O1)OC2CC(CC3=C2C(=C4C(=C3O)C(=O)C5=CC=CC=C5C4=O)O)(C(=O)C)O)N)O. Cell line: HOP-62. Synergy scores: CSS=44.6, Synergy_ZIP=1.59, Synergy_Bliss=2.48, Synergy_Loewe=-41.0, Synergy_HSA=2.54. (2) Cell line: OVCAR-5. Drug 2: CC1=C2C(C(=O)C3(C(CC4C(C3C(C(C2(C)C)(CC1OC(=O)C(C(C5=CC=CC=C5)NC(=O)C6=CC=CC=C6)O)O)OC(=O)C7=CC=CC=C7)(CO4)OC(=O)C)O)C)OC(=O)C. Drug 1: C1CC(C1)(C(=O)O)C(=O)O.[NH2-].[NH2-].[Pt+2]. Synergy scores: CSS=39.0, Synergy_ZIP=5.05, Synergy_Bliss=1.55, Synergy_Loewe=-52.1, Synergy_HSA=-5.91.